Dataset: Catalyst prediction with 721,799 reactions and 888 catalyst types from USPTO. Task: Predict which catalyst facilitates the given reaction. (1) Reactant: CN(C)C1C=CC(N[C:10]2[N:15]=[C:14]([NH:16][CH2:17][C:18]3[O:19][CH:20]=[CH:21][CH:22]=3)[N:13]=[C:12]([O:23][CH2:24][CH3:25])[N:11]=2)=CC=1.[CH3:27][O:28][C:29]1[CH:30]=[C:31]([CH:33]=[CH:34][C:35]=1[O:36][CH3:37])[NH2:32].C([O-])([O-])=O.[K+].[K+].CN(C=O)C. Product: [CH3:27][O:28][C:29]1[CH:30]=[C:31]([NH:32][C:10]2[N:15]=[C:14]([NH:16][CH2:17][C:18]3[O:19][CH:20]=[CH:21][CH:22]=3)[N:13]=[C:12]([O:23][CH2:24][CH3:25])[N:11]=2)[CH:33]=[CH:34][C:35]=1[O:36][CH3:37]. The catalyst class is: 6. (2) Reactant: [C:1](Cl)(=[O:3])[CH3:2].[CH3:5][C:6](=[N:11][NH:12][C:13](=[O:35])[C:14]1[CH:19]=[C:18]([N:20]2[C:25](=[O:26])[CH:24]=[C:23]([C:27]([F:30])([F:29])[F:28])[N:22]([CH3:31])[C:21]2=[O:32])[C:17]([F:33])=[CH:16][C:15]=1[Cl:34])[C:7]([CH3:10])([CH3:9])[CH3:8].C(N(CC)CC)C. Product: [Cl:34][C:15]1[CH:16]=[C:17]([F:33])[C:18]([N:20]2[C:25](=[O:26])[CH:24]=[C:23]([C:27]([F:30])([F:29])[F:28])[N:22]([CH3:31])[C:21]2=[O:32])=[CH:19][C:14]=1[C:13](=[N:12][N:11]=[C:6]([CH3:5])[C:7]([CH3:8])([CH3:9])[CH3:10])[O:35][C:1](=[O:3])[CH3:2]. The catalyst class is: 2. (3) Reactant: [NH:1]1[CH:5]=[N:4][CH:3]=[N:2]1.[H-].[Na+].Cl[CH2:9][C:10]([NH:12][C:13]1[CH:18]=[CH:17][CH:16]=[C:15]([C:19]2[CH:28]=[N:27][C:26]3[C:21](=[CH:22][CH:23]=[CH:24][CH:25]=3)[N:20]=2)[CH:14]=1)=[O:11].O. Product: [N:20]1[C:21]2[C:26](=[CH:25][CH:24]=[CH:23][CH:22]=2)[N:27]=[CH:28][C:19]=1[C:15]1[CH:14]=[C:13]([NH:12][C:10](=[O:11])[CH2:9][N:1]2[CH:5]=[N:4][CH:3]=[N:2]2)[CH:18]=[CH:17][CH:16]=1. The catalyst class is: 3. (4) Reactant: [CH3:1][C:2]1[C:3]([CH2:8][N:9]([CH2:16][C:17]2[C:22]([CH3:23])=[CH:21][CH:20]=[CH:19][N:18]=2)[CH:10]2[CH2:15][CH2:14][NH:13][CH2:12][CH2:11]2)=[N:4][CH:5]=[CH:6][CH:7]=1.[CH3:24][C:25](OC(C)=O)=[O:26].CCN(CC)CC. Product: [CH3:1][C:2]1[C:3]([CH2:8][N:9]([CH2:16][C:17]2[C:22]([CH3:23])=[CH:21][CH:20]=[CH:19][N:18]=2)[CH:10]2[CH2:15][CH2:14][N:13]([C:25](=[O:26])[CH3:24])[CH2:12][CH2:11]2)=[N:4][CH:5]=[CH:6][CH:7]=1. The catalyst class is: 23. (5) Reactant: [Cl:1][C:2]1[CH:3]=[CH:4][C:5]2[CH:6]=[C:7]3[CH2:14][NH:13][CH2:12][CH2:11][N:8]3[C:9]=2[CH:10]=1.C([BH3-])#N.[Na+].O.[OH-].[NH4+]. Product: [Cl:1][C:2]1[CH:3]=[CH:4][C:5]2[CH2:6][CH:7]3[CH2:14][NH:13][CH2:12][CH2:11][N:8]3[C:9]=2[CH:10]=1. The catalyst class is: 15. (6) Reactant: [NH:1]([C:16]([O:18][C:19]([CH3:22])(C)C)=[O:17])[C@@H:2]([C:13]([OH:15])=[O:14])[CH2:3][C:4]1[CH:9]=[CH:8][C:7]([O:10][CH3:11])=[C:6]([Cl:12])[CH:5]=1.Cl.[CH:24]1[C:36]2C(COC(ON3C(=O)CCC3=O)=O)[C:34]3[C:29](=[CH:30][CH:31]=[CH:32][CH:33]=3)[C:28]=2[CH:27]=[CH:26][CH:25]=1.CCOC(C)=O. Product: [NH:1]([C:16]([O:18][CH2:19][CH:22]1[C:27]2[C:28](=[CH:36][CH:24]=[CH:25][CH:26]=2)[C:29]2[C:34]1=[CH:33][CH:32]=[CH:31][CH:30]=2)=[O:17])[C@@H:2]([C:13]([OH:15])=[O:14])[CH2:3][C:4]1[CH:9]=[CH:8][C:7]([O:10][CH3:11])=[C:6]([Cl:12])[CH:5]=1. The catalyst class is: 38. (7) Reactant: [CH:1]([C:4]1[CH:9]=[CH:8][C:7]([CH:10]2[C:14]3[CH:15]=[C:16]([NH:19][C:20](=[O:26])[CH2:21][C:22]([CH3:25])([CH3:24])[CH3:23])[CH:17]=[CH:18][C:13]=3[O:12][C:11]2([CH3:28])[CH3:27])=[CH:6][CH:5]=1)([CH3:3])[CH3:2].[H-].[Na+].[CH3:31]I.O. Product: [CH:1]([C:4]1[CH:5]=[CH:6][C:7]([CH:10]2[C:14]3[CH:15]=[C:16]([N:19]([CH3:31])[C:20](=[O:26])[CH2:21][C:22]([CH3:25])([CH3:24])[CH3:23])[CH:17]=[CH:18][C:13]=3[O:12][C:11]2([CH3:28])[CH3:27])=[CH:8][CH:9]=1)([CH3:3])[CH3:2]. The catalyst class is: 3.